This data is from Catalyst prediction with 721,799 reactions and 888 catalyst types from USPTO. The task is: Predict which catalyst facilitates the given reaction. (1) Reactant: Cl[CH2:2][CH2:3][CH2:4][N:5]1[C:14]2[C:9](=[CH:10][C:11]([N+:15]([O-:17])=[O:16])=[CH:12][CH:13]=2)[CH2:8][CH2:7][C:6]1=[O:18].[I-].[K+].C(=O)([O-])[O-].[K+].[K+].Cl.[CH3:28][NH:29][CH3:30]. Product: [CH3:28][N:29]([CH3:30])[CH2:2][CH2:3][CH2:4][N:5]1[C:14]2[C:9](=[CH:10][C:11]([N+:15]([O-:17])=[O:16])=[CH:12][CH:13]=2)[CH2:8][CH2:7][C:6]1=[O:18]. The catalyst class is: 47. (2) Reactant: [CH3:1][C:2]1[C:7]([OH:8])=[CH:6][CH:5]=[CH:4][C:3]=1[C:9]([NH:11][C@H:12]([C@H:21]([OH:40])[CH2:22][N:23]1[C@H:32]([C:33]([NH:35][C:36]([CH3:39])([CH3:38])[CH3:37])=[O:34])[CH2:31][C@H:30]2[C@H:25]([CH2:26][CH2:27][CH2:28][CH2:29]2)[CH2:24]1)[CH2:13][S:14][C:15]1[CH:16]=[CH:17][CH:18]=[CH:19][CH:20]=1)=[O:10].[CH3:41][S:42]([OH:45])(=[O:44])=[O:43].CC(C)=O. Product: [CH3:1][C:2]1[C:7]([OH:8])=[CH:6][CH:5]=[CH:4][C:3]=1[C:9]([NH:11][C@H:12]([C@H:21]([OH:40])[CH2:22][N:23]1[C@H:32]([C:33]([NH:35][C:36]([CH3:38])([CH3:37])[CH3:39])=[O:34])[CH2:31][C@H:30]2[C@H:25]([CH2:26][CH2:27][CH2:28][CH2:29]2)[CH2:24]1)[CH2:13][S:14][C:15]1[CH:20]=[CH:19][CH:18]=[CH:17][CH:16]=1)=[O:10].[CH3:41][S:42]([OH:45])(=[O:44])=[O:43]. The catalyst class is: 5.